Dataset: Reaction yield outcomes from USPTO patents with 853,638 reactions. Task: Predict the reaction yield, written as a fraction of the theoretical maximum amount of product (1.0 means a 100% yield; for example, 0.34 means a 34% yield). The reactants are Cl[C:2]1[C:3]2[CH:17]=[CH:16][S:15][C:4]=2[N:5]=[C:6]([C:8]2[CH:13]=[CH:12][CH:11]=[CH:10][C:9]=2[F:14])[N:7]=1.[NH2:18][C:19]1[CH:24]=[CH:23][N:22]=[CH:21][CH:20]=1. The catalyst is C(O)(C)C.Cl.O1CCOCC1. The product is [F:14][C:9]1[CH:10]=[CH:11][CH:12]=[CH:13][C:8]=1[C:6]1[N:7]=[C:2]([NH:18][C:19]2[CH:24]=[CH:23][N:22]=[CH:21][CH:20]=2)[C:3]2[CH:17]=[CH:16][S:15][C:4]=2[N:5]=1. The yield is 0.860.